Dataset: Reaction yield outcomes from USPTO patents with 853,638 reactions. Task: Predict the reaction yield, written as a fraction of the theoretical maximum amount of product (1.0 means a 100% yield; for example, 0.34 means a 34% yield). (1) The reactants are [O:1]1[CH2:6][CH2:5][N:4]([C:7]2[N:12]=[CH:11][C:10]([NH2:13])=[CH:9][CH:8]=2)[CH2:3][CH2:2]1.[N:14]#[C:15][NH2:16].[ClH:17]. The catalyst is O1CCOCC1. The product is [ClH:17].[N:4]1([C:7]2[N:12]=[CH:11][C:10]([NH:13][C:15]([NH2:16])=[NH:14])=[CH:9][CH:8]=2)[CH2:5][CH2:6][O:1][CH2:2][CH2:3]1. The yield is 0.940. (2) The catalyst is CO.[Cl-].[Na+].O. The product is [O:20]([CH2:19][C@H:11]1[C@@H:12]2[C@@H:13]([O:14][C:15](=[O:17])[CH2:16]2)[CH2:18][C@H:10]1[OH:9])[Si:21]([C:34]([CH3:35])([CH3:36])[CH3:37])([C:22]1[CH:27]=[CH:26][CH:25]=[CH:24][CH:23]=1)[C:28]1[CH:33]=[CH:32][CH:31]=[CH:30][CH:29]=1. The reactants are C([O:9][C@@H:10]1[CH2:18][C@@H:13]2[O:14][C:15](=[O:17])[CH2:16][C@@H:12]2[C@@H:11]1[CH2:19][O:20][Si:21]([C:34]([CH3:37])([CH3:36])[CH3:35])([C:28]1[CH:33]=[CH:32][CH:31]=[CH:30][CH:29]=1)[C:22]1[CH:27]=[CH:26][CH:25]=[CH:24][CH:23]=1)(=O)C1C=CC=CC=1.C(=O)([O-])[O-].[K+].[K+].[Cl-].[NH4+]. The yield is 0.790.